Dataset: Full USPTO retrosynthesis dataset with 1.9M reactions from patents (1976-2016). Task: Predict the reactants needed to synthesize the given product. (1) Given the product [C:25]([O:29][C:30](=[O:40])[CH2:31][C@H:32]([NH:39][S:15]([C:10]1[CH:11]=[CH:12][CH:13]=[CH:14][C:9]=1[O:8][CH2:1][C:2]1[CH:7]=[CH:6][CH:5]=[CH:4][CH:3]=1)(=[O:17])=[O:16])[C:33]([N:35]([O:37][CH3:38])[CH3:36])=[O:34])([CH3:26])([CH3:28])[CH3:27], predict the reactants needed to synthesize it. The reactants are: [CH2:1]([O:8][C:9]1[CH:14]=[CH:13][CH:12]=[CH:11][C:10]=1[S:15](Cl)(=[O:17])=[O:16])[C:2]1[CH:7]=[CH:6][CH:5]=[CH:4][CH:3]=1.N1C=CC=CC=1.[C:25]([O:29][C:30](=[O:40])[CH2:31][CH:32]([NH2:39])[C:33]([N:35]([O:37][CH3:38])[CH3:36])=[O:34])([CH3:28])([CH3:27])[CH3:26]. (2) Given the product [C:20]1([CH2:26][N:27]2[CH2:28][CH2:29][N:30]([C:33]3[CH:34]=[CH:35][C:36]([NH:39][C:15]([C:10]4[C:9]([C:6]5[CH:7]=[CH:8][C:3]([C:2]([F:19])([F:18])[F:1])=[CH:4][CH:5]=5)=[CH:14][CH:13]=[CH:12][CH:11]=4)=[O:16])=[CH:37][CH:38]=3)[CH2:31][CH2:32]2)[CH:21]=[CH:22][CH:23]=[CH:24][CH:25]=1, predict the reactants needed to synthesize it. The reactants are: [F:1][C:2]([F:19])([F:18])[C:3]1[CH:8]=[CH:7][C:6]([C:9]2[C:10]([C:15](Cl)=[O:16])=[CH:11][CH:12]=[CH:13][CH:14]=2)=[CH:5][CH:4]=1.[C:20]1([CH2:26][N:27]2[CH2:32][CH2:31][N:30]([C:33]3[CH:38]=[CH:37][C:36]([NH2:39])=[CH:35][CH:34]=3)[CH2:29][CH2:28]2)[CH:25]=[CH:24][CH:23]=[CH:22][CH:21]=1. (3) Given the product [CH2:33]([N:3]([CH2:1][CH3:2])[CH2:4]/[CH:5]=[CH:6]\[C:7]1[CH:12]=[C:11]([F:13])[CH:10]=[CH:9][C:8]=1[S:14]([CH2:17][C:18]1[C:27]([C:28]([OH:30])=[O:29])=[C:26]2[C:21]([C@H:22]3[CH2:32][C@H:23]3[CH2:24][O:25]2)=[CH:20][CH:19]=1)(=[O:15])=[O:16])[CH3:34], predict the reactants needed to synthesize it. The reactants are: [CH2:1]([N:3]([CH2:33][CH3:34])[CH2:4]/[CH:5]=[CH:6]\[C:7]1[CH:12]=[C:11]([F:13])[CH:10]=[CH:9][C:8]=1[S:14]([CH2:17][C:18]1[C:27]([C:28]([O:30]C)=[O:29])=[C:26]2[C:21]([C@H:22]3[CH2:32][C@H:23]3[CH2:24][O:25]2)=[CH:20][CH:19]=1)(=[O:16])=[O:15])[CH3:2].[OH-].[Li+]. (4) The reactants are: [CH3:1][N:2]1[C:6]2=[N:7][C:8]([CH3:12])=[CH:9][C:10]([CH3:11])=[C:5]2[CH2:4][CH2:3]1.[Li]CCCC.Br[CH2:19][CH2:20][CH2:21][CH2:22][CH2:23][CH2:24][CH3:25]. Given the product [CH3:1][N:2]1[C:6]2=[N:7][C:8]([CH2:12][CH2:19][CH2:20][CH2:21][CH2:22][CH2:23][CH2:24][CH3:25])=[CH:9][C:10]([CH3:11])=[C:5]2[CH2:4][CH2:3]1, predict the reactants needed to synthesize it. (5) Given the product [F:1][C:2]([F:14])([P:16](=[O:23])([O:20][CH2:21][CH3:22])[O:17][CH2:18][CH3:19])[C:3]1[C:8]([F:9])=[C:7]([F:10])[C:6]([F:11])=[C:5]([F:12])[C:4]=1[F:13], predict the reactants needed to synthesize it. The reactants are: [F:1][C:2](Br)([F:14])[C:3]1[C:8]([F:9])=[C:7]([F:10])[C:6]([F:11])=[C:5]([F:12])[C:4]=1[F:13].[P:16]([O:23]CC)([O:20][CH2:21][CH3:22])[O:17][CH2:18][CH3:19].